Dataset: NCI-60 drug combinations with 297,098 pairs across 59 cell lines. Task: Regression. Given two drug SMILES strings and cell line genomic features, predict the synergy score measuring deviation from expected non-interaction effect. (1) Drug 1: CC12CCC(CC1=CCC3C2CCC4(C3CC=C4C5=CN=CC=C5)C)O. Drug 2: C1CCN(CC1)CCOC2=CC=C(C=C2)C(=O)C3=C(SC4=C3C=CC(=C4)O)C5=CC=C(C=C5)O. Cell line: SF-295. Synergy scores: CSS=4.23, Synergy_ZIP=-2.30, Synergy_Bliss=-1.71, Synergy_Loewe=-1.92, Synergy_HSA=-1.89. (2) Drug 1: C(=O)(N)NO. Drug 2: CC12CCC3C(C1CCC2OP(=O)(O)O)CCC4=C3C=CC(=C4)OC(=O)N(CCCl)CCCl.[Na+]. Cell line: TK-10. Synergy scores: CSS=34.0, Synergy_ZIP=2.07, Synergy_Bliss=1.85, Synergy_Loewe=1.20, Synergy_HSA=0.667. (3) Drug 1: CC1=C(N=C(N=C1N)C(CC(=O)N)NCC(C(=O)N)N)C(=O)NC(C(C2=CN=CN2)OC3C(C(C(C(O3)CO)O)O)OC4C(C(C(C(O4)CO)O)OC(=O)N)O)C(=O)NC(C)C(C(C)C(=O)NC(C(C)O)C(=O)NCCC5=NC(=CS5)C6=NC(=CS6)C(=O)NCCC[S+](C)C)O. Drug 2: CC1C(C(CC(O1)OC2CC(CC3=C2C(=C4C(=C3O)C(=O)C5=CC=CC=C5C4=O)O)(C(=O)C)O)N)O. Cell line: HOP-92. Synergy scores: CSS=59.8, Synergy_ZIP=7.48, Synergy_Bliss=7.48, Synergy_Loewe=14.0, Synergy_HSA=15.1. (4) Drug 1: C1CCC(CC1)NC(=O)N(CCCl)N=O. Drug 2: CC1=CC2C(CCC3(C2CCC3(C(=O)C)OC(=O)C)C)C4(C1=CC(=O)CC4)C. Cell line: KM12. Synergy scores: CSS=12.7, Synergy_ZIP=-7.18, Synergy_Bliss=-12.2, Synergy_Loewe=-14.3, Synergy_HSA=-11.1. (5) Synergy scores: CSS=57.1, Synergy_ZIP=16.3, Synergy_Bliss=16.1, Synergy_Loewe=-9.20, Synergy_HSA=15.0. Drug 1: CS(=O)(=O)C1=CC(=C(C=C1)C(=O)NC2=CC(=C(C=C2)Cl)C3=CC=CC=N3)Cl. Drug 2: CC1=C2C(C(=O)C3(C(CC4C(C3C(C(C2(C)C)(CC1OC(=O)C(C(C5=CC=CC=C5)NC(=O)OC(C)(C)C)O)O)OC(=O)C6=CC=CC=C6)(CO4)OC(=O)C)OC)C)OC. Cell line: ACHN. (6) Drug 1: C1CN(P(=O)(OC1)NCCCl)CCCl. Drug 2: CC1CCCC2(C(O2)CC(NC(=O)CC(C(C(=O)C(C1O)C)(C)C)O)C(=CC3=CSC(=N3)C)C)C. Cell line: U251. Synergy scores: CSS=65.2, Synergy_ZIP=4.55, Synergy_Bliss=6.93, Synergy_Loewe=-5.00, Synergy_HSA=7.40.